Dataset: CYP3A4 inhibition data for predicting drug metabolism from PubChem BioAssay. Task: Regression/Classification. Given a drug SMILES string, predict its absorption, distribution, metabolism, or excretion properties. Task type varies by dataset: regression for continuous measurements (e.g., permeability, clearance, half-life) or binary classification for categorical outcomes (e.g., BBB penetration, CYP inhibition). Dataset: cyp3a4_veith. (1) The compound is Cc1cccc(CN(C)CCc2ccccn2)c1. The result is 0 (non-inhibitor). (2) The molecule is COc1ccccc1CNc1ccnc(-c2ccc3c(c2)OCO3)n1. The result is 1 (inhibitor). (3) The result is 1 (inhibitor). The compound is CCn1c(SCC(=O)c2ccc3ccccc3c2)nnc1-c1cccs1.